Dataset: Peptide-MHC class I binding affinity with 185,985 pairs from IEDB/IMGT. Task: Regression. Given a peptide amino acid sequence and an MHC pseudo amino acid sequence, predict their binding affinity value. This is MHC class I binding data. The peptide sequence is IRYLGVLLY. The MHC is HLA-B73:01 with pseudo-sequence HLA-B73:01. The binding affinity (normalized) is 0.0847.